This data is from NCI-60 drug combinations with 297,098 pairs across 59 cell lines. The task is: Regression. Given two drug SMILES strings and cell line genomic features, predict the synergy score measuring deviation from expected non-interaction effect. (1) Drug 1: CCCCC(=O)OCC(=O)C1(CC(C2=C(C1)C(=C3C(=C2O)C(=O)C4=C(C3=O)C=CC=C4OC)O)OC5CC(C(C(O5)C)O)NC(=O)C(F)(F)F)O. Drug 2: CC12CCC3C(C1CCC2OP(=O)(O)O)CCC4=C3C=CC(=C4)OC(=O)N(CCCl)CCCl.[Na+]. Cell line: SF-539. Synergy scores: CSS=32.0, Synergy_ZIP=9.12, Synergy_Bliss=11.5, Synergy_Loewe=-7.18, Synergy_HSA=10.8. (2) Drug 1: C1=CC(=CC=C1CC(C(=O)O)N)N(CCCl)CCCl.Cl. Drug 2: C#CCC(CC1=CN=C2C(=N1)C(=NC(=N2)N)N)C3=CC=C(C=C3)C(=O)NC(CCC(=O)O)C(=O)O. Cell line: MDA-MB-231. Synergy scores: CSS=13.6, Synergy_ZIP=-3.81, Synergy_Bliss=0.751, Synergy_Loewe=-0.816, Synergy_HSA=-0.607. (3) Drug 1: C1CCC(CC1)NC(=O)N(CCCl)N=O. Drug 2: B(C(CC(C)C)NC(=O)C(CC1=CC=CC=C1)NC(=O)C2=NC=CN=C2)(O)O. Cell line: MCF7. Synergy scores: CSS=8.69, Synergy_ZIP=-4.29, Synergy_Bliss=-2.71, Synergy_Loewe=-4.92, Synergy_HSA=-4.22. (4) Cell line: NCI-H322M. Drug 1: CC1CCC2CC(C(=CC=CC=CC(CC(C(=O)C(C(C(=CC(C(=O)CC(OC(=O)C3CCCCN3C(=O)C(=O)C1(O2)O)C(C)CC4CCC(C(C4)OC)O)C)C)O)OC)C)C)C)OC. Drug 2: CC(C)NC(=O)C1=CC=C(C=C1)CNNC.Cl. Synergy scores: CSS=4.80, Synergy_ZIP=-1.48, Synergy_Bliss=-0.669, Synergy_Loewe=-70.4, Synergy_HSA=-1.46. (5) Drug 1: C1=NC2=C(N=C(N=C2N1C3C(C(C(O3)CO)O)O)F)N. Drug 2: CC1=C(C=C(C=C1)NC(=O)C2=CC=C(C=C2)CN3CCN(CC3)C)NC4=NC=CC(=N4)C5=CN=CC=C5. Cell line: U251. Synergy scores: CSS=6.42, Synergy_ZIP=-4.64, Synergy_Bliss=-4.87, Synergy_Loewe=-3.47, Synergy_HSA=-2.52. (6) Drug 1: CC(CN1CC(=O)NC(=O)C1)N2CC(=O)NC(=O)C2. Drug 2: CN(C(=O)NC(C=O)C(C(C(CO)O)O)O)N=O. Cell line: HOP-62. Synergy scores: CSS=6.40, Synergy_ZIP=-1.73, Synergy_Bliss=2.73, Synergy_Loewe=0.260, Synergy_HSA=3.15. (7) Drug 1: COC1=C(C=C2C(=C1)N=CN=C2NC3=CC(=C(C=C3)F)Cl)OCCCN4CCOCC4. Drug 2: CC(C1=C(C=CC(=C1Cl)F)Cl)OC2=C(N=CC(=C2)C3=CN(N=C3)C4CCNCC4)N. Cell line: SK-MEL-2. Synergy scores: CSS=-0.711, Synergy_ZIP=-5.78, Synergy_Bliss=-14.8, Synergy_Loewe=-16.5, Synergy_HSA=-16.4.